From a dataset of Forward reaction prediction with 1.9M reactions from USPTO patents (1976-2016). Predict the product of the given reaction. (1) Given the reactants Cl[C:2]1[C:11]2[C:6](=[CH:7][CH:8]=[C:9]([O:12][CH3:13])[CH:10]=2)[N:5]=[CH:4][C:3]=1[C:14]([O:16][CH2:17][CH3:18])=[O:15].[NH3:19], predict the reaction product. The product is: [CH2:17]([O:16][C:14]([C:3]1[CH:4]=[N:5][C:6]2[C:11]([C:2]=1[NH2:19])=[CH:10][C:9]([O:12][CH3:13])=[CH:8][CH:7]=2)=[O:15])[CH3:18]. (2) The product is: [ClH:28].[ClH:28].[NH2:11][C@@H:9]1[CH2:10][C@H:8]1[C:5]1[CH:6]=[CH:7][C:2]([F:1])=[C:3]([CH:4]=1)[C:19]([NH:20][C:21]1[CH:22]=[N:23][N:24]([CH3:26])[CH:25]=1)=[O:27]. Given the reactants [F:1][C:2]1[CH:7]=[CH:6][C:5]([C@@H:8]2[CH2:10][C@H:9]2[NH:11]C(=O)OC(C)(C)C)=[CH:4][C:3]=1[C:19](=[O:27])[NH:20][C:21]1[CH:22]=[N:23][N:24]([CH3:26])[CH:25]=1.[ClH:28].C(OCC)(=O)C, predict the reaction product. (3) Given the reactants [F:1][C:2]1[CH:7]=[CH:6][CH:5]=[C:4]([F:8])[C:3]=1[C:9]1[CH:10]=[C:11]2[C:15](=[CH:16][CH:17]=1)[NH:14][N:13]=[C:12]2[I:18].[O:19]1[CH:24]=[CH:23][CH2:22][CH2:21][CH2:20]1.O, predict the reaction product. The product is: [F:1][C:2]1[CH:7]=[CH:6][CH:5]=[C:4]([F:8])[C:3]=1[C:9]1[CH:10]=[C:11]2[C:15](=[CH:16][CH:17]=1)[N:14]([CH:20]1[CH2:21][CH2:22][CH2:23][CH2:24][O:19]1)[N:13]=[C:12]2[I:18]. (4) Given the reactants [F:1][C:2]1[C:3]([N+:12]([O-])=O)=[CH:4][C:5]2[S:9][C:8]([CH3:10])=[N:7][C:6]=2[CH:11]=1.Cl, predict the reaction product. The product is: [F:1][C:2]1[C:3]([NH2:12])=[CH:4][C:5]2[S:9][C:8]([CH3:10])=[N:7][C:6]=2[CH:11]=1.